The task is: Predict which catalyst facilitates the given reaction.. This data is from Catalyst prediction with 721,799 reactions and 888 catalyst types from USPTO. Reactant: [Cl:1][C:2]1[CH:7]=[C:6]([N+:8]([O-:10])=[O:9])[C:5]([CH3:11])=[CH:4][C:3]=1Cl.[NH:13]1[CH2:18][CH2:17][O:16][CH2:15][CH2:14]1.C(OCCOCC)C. Product: [Cl:1][C:2]1[CH:7]=[C:6]([N+:8]([O-:10])=[O:9])[C:5]([CH3:11])=[CH:4][C:3]=1[N:13]1[CH2:18][CH2:17][O:16][CH2:15][CH2:14]1. The catalyst class is: 871.